From a dataset of Reaction yield outcomes from USPTO patents with 853,638 reactions. Predict the reaction yield, written as a fraction of the theoretical maximum amount of product (1.0 means a 100% yield; for example, 0.34 means a 34% yield). (1) The reactants are [F:1][C:2]1[CH:7]=[C:6]([F:8])[CH:5]=[CH:4][C:3]=1[C@@:9]1([CH2:13][N:14]2[CH:18]=[N:17][CH:16]=[N:15]2)[C@H:11]([CH3:12])[O:10]1.[NH:19]1[CH2:24][CH2:23][CH2:22][CH:21]([C:25]2[CH:30]=[CH:29][CH:28]=[CH:27][N:26]=2)[CH2:20]1.O.O.O.Cl([O-])(=O)(=O)=O.[Li+]. The catalyst is C(#N)C. The product is [F:1][C:2]1[CH:7]=[C:6]([F:8])[CH:5]=[CH:4][C:3]=1[C@:9]([OH:10])([C@H:11]([N:19]1[CH2:24][CH2:23][CH2:22][CH:21]([C:25]2[CH:30]=[CH:29][CH:28]=[CH:27][N:26]=2)[CH2:20]1)[CH3:12])[CH2:13][N:14]1[CH:18]=[N:17][CH:16]=[N:15]1. The yield is 0.357. (2) The catalyst is CN(C=O)C.O. The yield is 0.120. The product is [Br:7][C:8]1[CH:9]=[CH:10][C:11]([C:15]([O:17][CH3:18])=[O:16])=[N:12][C:13]=1[O:22][CH2:21][CH2:20][F:19]. The reactants are CC([O-])(C)C.[Li+].[Br:7][C:8]1[CH:9]=[CH:10][C:11]([C:15]([O:17][CH3:18])=[O:16])=[N:12][C:13]=1Cl.[F:19][CH2:20][CH2:21][OH:22].Cl. (3) The reactants are [C:1]1(C)C=CC=C[CH:2]=1.[C:8]1([CH:15]=[CH:14][CH:13]=[C:11]([OH:12])[CH:10]=1)[OH:9].[C:16]([OH:24])(=O)[C:17]([CH2:19][C:20]([OH:22])=[O:21])=[CH2:18]. The catalyst is CCCCCC.C(OCC)(=O)C. The product is [OH:9][C:8]1[CH:10]=[C:11]2[C:13]([CH2:18][CH:17]([CH2:19][C:20]([O:22][CH2:1][CH3:2])=[O:21])[C:16](=[O:24])[O:12]2)=[CH:14][CH:15]=1. The yield is 0.460.